From a dataset of Full USPTO retrosynthesis dataset with 1.9M reactions from patents (1976-2016). Predict the reactants needed to synthesize the given product. (1) Given the product [C:17]([O:16][C:14]([N:11]1[CH2:12][CH2:13][N:8]([C:5]2[CH:4]=[CH:3][C:2]([OH:1])=[CH:7][CH:6]=2)[CH2:9][CH2:10]1)=[O:15])([CH3:20])([CH3:19])[CH3:18], predict the reactants needed to synthesize it. The reactants are: [OH:1][C:2]1[CH:7]=[CH:6][C:5]([N:8]2[CH2:13][CH2:12][NH:11][CH2:10][CH2:9]2)=[CH:4][CH:3]=1.[C:14](O[C:14]([O:16][C:17]([CH3:20])([CH3:19])[CH3:18])=[O:15])([O:16][C:17]([CH3:20])([CH3:19])[CH3:18])=[O:15]. (2) Given the product [F:1][C:2]1([F:13])[CH2:5][CH:4]([C:6](/[C:7](=[CH:25]/[N:26]([CH3:28])[CH3:27])/[C:8]([O:10][CH3:11])=[O:9])=[O:12])[CH2:3]1, predict the reactants needed to synthesize it. The reactants are: [F:1][C:2]1([F:13])[CH2:5][CH:4]([C:6](=[O:12])[CH2:7][C:8]([O:10][CH3:11])=[O:9])[CH2:3]1.C1(C(C(=[CH:25][N:26]([CH3:28])[CH3:27])C(OCC)=O)=O)CC1. (3) Given the product [NH2:1][CH2:4][CH2:5][C:6]1[O:7][C:8]2[CH:14]=[CH:13][C:12]([C:15]3[CH:22]=[CH:21][C:18]([C:19]#[N:20])=[CH:17][CH:16]=3)=[CH:11][C:9]=2[CH:10]=1, predict the reactants needed to synthesize it. The reactants are: [N:1]([CH2:4][CH2:5][C:6]1[O:7][C:8]2[CH:14]=[CH:13][C:12]([C:15]3[CH:22]=[CH:21][C:18]([C:19]#[N:20])=[CH:17][CH:16]=3)=[CH:11][C:9]=2[CH:10]=1)=[N+]=[N-].C1(P(C2C=CC=CC=2)C2C=CC=CC=2)C=CC=CC=1.O.ClCCl. (4) Given the product [Cl:1][C:2]1[CH:7]=[CH:6][CH:5]=[CH:4][C:3]=1[C:8]1[N:9]=[C:10]2[CH:15]=[CH:14][CH:13]=[CH:12][N:11]2[C:16]=1[C:17]1[N:18]([C:19]2[CH:20]=[CH:21][C:22]([Cl:25])=[CH:23][CH:24]=2)[N:28]=[N:27][N:26]=1, predict the reactants needed to synthesize it. The reactants are: [Cl:1][C:2]1[CH:7]=[CH:6][CH:5]=[CH:4][C:3]=1[C:8]1[N:9]=[C:10]2[CH:15]=[CH:14][CH:13]=[CH:12][N:11]2[C:16]=1[C:17](=[N:26][NH2:27])[NH:18][C:19]1[CH:24]=[CH:23][C:22]([Cl:25])=[CH:21][CH:20]=1.[N:28]([O-])=O.[Na+].C(=O)(O)[O-].[Na+]. (5) The reactants are: [Cl:1][C:2]1[CH:7]=[C:6](Cl)[N:5]2[N:9]=[C:10]([CH3:24])[C:11]([CH2:12][C:13]3[CH:18]=[CH:17][CH:16]=[C:15]([C:19]([F:22])([F:21])[F:20])[C:14]=3[CH3:23])=[C:4]2[N:3]=1.[OH-:25].[Na+]. Given the product [Cl:1][C:2]1[NH:3][C:4]2[N:5]([N:9]=[C:10]([CH3:24])[C:11]=2[CH2:12][C:13]2[CH:18]=[CH:17][CH:16]=[C:15]([C:19]([F:22])([F:21])[F:20])[C:14]=2[CH3:23])[C:6](=[O:25])[CH:7]=1, predict the reactants needed to synthesize it. (6) Given the product [ClH:1].[ClH:1].[NH:30]1[CH2:31][CH2:32][CH:27]([CH2:26][CH2:25][CH2:24][N:21]2[CH2:20][CH2:19][N:18]([C:8]3[C:17]4[C:12](=[CH:13][CH:14]=[CH:15][CH:16]=4)[CH:11]=[CH:10][N:9]=3)[CH2:23][CH2:22]2)[CH2:28][CH2:29]1, predict the reactants needed to synthesize it. The reactants are: [ClH:1].CCOC(C)=O.[C:8]1([N:18]2[CH2:23][CH2:22][N:21]([CH2:24][CH2:25][CH2:26][CH:27]3[CH2:32][CH2:31][N:30](C(OC(C)(C)C)=O)[CH2:29][CH2:28]3)[CH2:20][CH2:19]2)[C:17]2[C:12](=[CH:13][CH:14]=[CH:15][CH:16]=2)[CH:11]=[CH:10][N:9]=1. (7) Given the product [CH3:12][C:13]1[C:14]([N:20]2[CH2:21][CH2:22][N:23]([C:6]([C:5]3[CH:4]=[N:3][C:2]([F:1])=[C:10]([CH3:11])[CH:9]=3)=[O:8])[CH2:24][CH2:25]2)=[N:15][CH:16]=[C:17]([CH3:19])[CH:18]=1, predict the reactants needed to synthesize it. The reactants are: [F:1][C:2]1[C:10]([CH3:11])=[CH:9][C:5]([C:6]([OH:8])=O)=[CH:4][N:3]=1.[CH3:12][C:13]1[C:14]([N:20]2[CH2:25][CH2:24][NH:23][CH2:22][CH2:21]2)=[N:15][CH:16]=[C:17]([CH3:19])[CH:18]=1. (8) Given the product [CH3:21][C:14]1[CH:13]=[C:12]2[C:17](=[CH:16][C:15]=1[NH2:18])[NH:9][N:10]=[CH:11]2, predict the reactants needed to synthesize it. The reactants are: C([Si](C)(C)OCC[N:9]1[C:17]2[C:12](=[CH:13][C:14]([CH3:21])=[C:15]([N+:18]([O-])=O)[CH:16]=2)[CH:11]=[N:10]1)(C)(C)C.[Cl-].[NH4+]. (9) Given the product [CH3:26][O:25][C:22]1[CH:23]=[CH:24][C:19]([C:18]([NH2:17])=[O:27])=[CH:20][CH:21]=1, predict the reactants needed to synthesize it. The reactants are: C(OC(N1C2SC(C(O)=O)=CC=2C([NH:17][C:18](=[O:27])[C:19]2[CH:24]=[CH:23][C:22]([O:25][CH3:26])=[CH:21][CH:20]=2)=N1)C)C.F[B-](F)(F)F.N1(OC(N(C)C)=[N+](C)C)C2C=CC=CC=2N=N1.C1(NN)C=CC=CC=1.C(N(CC)CC)C. (10) Given the product [CH2:1]([O:8][C:9]([N:11]1[CH2:16][CH2:15][N:14]([C:17]2[CH:18]=[CH:19][C:20]3[N:25]4[C:26](=[O:31])[O:27][C@@H:28]([CH2:29][O:30][S:35]([CH3:34])(=[O:37])=[O:36])[C@@H:24]4[CH2:23][O:22][C:21]=3[CH:32]=2)[C:13](=[O:33])[CH2:12]1)=[O:10])[C:2]1[CH:7]=[CH:6][CH:5]=[CH:4][CH:3]=1, predict the reactants needed to synthesize it. The reactants are: [CH2:1]([O:8][C:9]([N:11]1[CH2:16][CH2:15][N:14]([C:17]2[CH:18]=[CH:19][C:20]3[N:25]4[C:26](=[O:31])[O:27][C@@H:28]([CH2:29][OH:30])[C@@H:24]4[CH2:23][O:22][C:21]=3[CH:32]=2)[C:13](=[O:33])[CH2:12]1)=[O:10])[C:2]1[CH:7]=[CH:6][CH:5]=[CH:4][CH:3]=1.[CH3:34][S:35](Cl)(=[O:37])=[O:36].